This data is from Peptide-MHC class I binding affinity with 185,985 pairs from IEDB/IMGT. The task is: Regression. Given a peptide amino acid sequence and an MHC pseudo amino acid sequence, predict their binding affinity value. This is MHC class I binding data. (1) The peptide sequence is SSYSLFDMSK. The MHC is HLA-A33:01 with pseudo-sequence HLA-A33:01. The binding affinity (normalized) is 0.148. (2) The peptide sequence is ALIVAIWDK. The MHC is HLA-A11:01 with pseudo-sequence HLA-A11:01. The binding affinity (normalized) is 0.380. (3) The peptide sequence is CSPHHTALR. The MHC is Patr-A0101 with pseudo-sequence Patr-A0101. The binding affinity (normalized) is 0.559. (4) The peptide sequence is AEFWDVFLS. The MHC is HLA-B27:05 with pseudo-sequence HLA-B27:05. The binding affinity (normalized) is 0.0847. (5) The peptide sequence is NLADQLIHL. The MHC is HLA-A02:01 with pseudo-sequence HLA-A02:01. The binding affinity (normalized) is 0.599. (6) The peptide sequence is KDKNKWRM. The MHC is Mamu-B03 with pseudo-sequence Mamu-B03. The binding affinity (normalized) is 0.0587.